This data is from Reaction yield outcomes from USPTO patents with 853,638 reactions. The task is: Predict the reaction yield, written as a fraction of the theoretical maximum amount of product (1.0 means a 100% yield; for example, 0.34 means a 34% yield). (1) The reactants are BrP(Br)(C1C=CC=CC=1)(C1C=CC=CC=1)[C:3]1[CH:8]=CC=C[CH:4]=1.C[Si](C)(C)C#CC(O)=O.[NH2:31][C:32]1[C:33]([C:50]([NH:52][NH2:53])=[O:51])=[N:34][C:35]([C:38]2[CH:43]=[CH:42][C:41]([S:44]([CH:47]([CH3:49])[CH3:48])(=[O:46])=[O:45])=[CH:40][CH:39]=2)=[CH:36][N:37]=1.CCN(C(C)C)C(C)C.C(=O)([O-])[O-].[K+].[K+]. The catalyst is C(#N)C.C(OCC)(=O)C.O. The product is [C:3]([C:8]1[O:51][C:50]([C:33]2[C:32]([NH2:31])=[N:37][CH:36]=[C:35]([C:38]3[CH:39]=[CH:40][C:41]([S:44]([CH:47]([CH3:49])[CH3:48])(=[O:45])=[O:46])=[CH:42][CH:43]=3)[N:34]=2)=[N:52][N:53]=1)#[CH:4]. The yield is 0.270. (2) The reactants are [OH:1][CH:2]([CH2:6][O:7][C:8]1[CH:13]=[CH:12][C:11]([C:14](=[N:16][O:17][CH2:18][C:19]2[CH:24]=[CH:23][C:22]([C:25]([F:28])([F:27])[F:26])=[CH:21][CH:20]=2)[CH3:15])=[CH:10][CH:9]=1)[C:3](O)=[O:4].Cl.C([N:32]=C=NCCCN(C)C)C.N1C2C(O)=CC=CC=2N=N1.C(N1CCOCC1)C. The catalyst is CN(C=O)C.O. The product is [OH:1][CH:2]([CH2:6][O:7][C:8]1[CH:13]=[CH:12][C:11]([C:14](=[N:16][O:17][CH2:18][C:19]2[CH:24]=[CH:23][C:22]([C:25]([F:28])([F:27])[F:26])=[CH:21][CH:20]=2)[CH3:15])=[CH:10][CH:9]=1)[C:3]([NH2:32])=[O:4]. The yield is 0.350. (3) The reactants are [F:1][C:2]1[CH:3]=[C:4]([N:24]2[CH2:29][CH2:28][CH:27]([C:30]#[N:31])[CH2:26][CH2:25]2)[CH:5]=[CH:6][C:7]=1[CH2:8][N:9]1[C@@H:14]([CH3:15])[CH2:13][CH2:12][CH:11]([C:16]2[CH:21]=[CH:20][CH:19]=[CH:18][CH:17]=2)[S:10]1(=[O:23])=[O:22].[NH2:32][OH:33]. The catalyst is C(O)C. The product is [F:1][C:2]1[CH:3]=[C:4]([N:24]2[CH2:25][CH2:26][CH:27]([C:30]([NH2:31])=[N:32][OH:33])[CH2:28][CH2:29]2)[CH:5]=[CH:6][C:7]=1[CH2:8][N:9]1[C@@H:14]([CH3:15])[CH2:13][CH2:12][C@H:11]([C:16]2[CH:21]=[CH:20][CH:19]=[CH:18][CH:17]=2)[S:10]1(=[O:23])=[O:22]. The yield is 0.750. (4) The reactants are CO[C:3]1[CH:8]=[N:7][N:6]([CH3:9])[C:5](=[O:10])[CH:4]=1.P(Cl)(Cl)([Cl:13])=O.C(=O)([O-])[O-].[Na+].[Na+]. The catalyst is C(Cl)Cl.O. The product is [Cl:13][C:3]1[CH:8]=[N:7][N:6]([CH3:9])[C:5](=[O:10])[CH:4]=1. The yield is 0.580.